Dataset: Catalyst prediction with 721,799 reactions and 888 catalyst types from USPTO. Task: Predict which catalyst facilitates the given reaction. Reactant: Cl.C(N=C=NCCCN(C)C)C.ON1C2C=CC=CC=2N=N1.Cl.[CH2:24]([O:26][C:27](=[O:35])[CH:28]([NH2:34])[C:29]([O:31][CH2:32][CH3:33])=[O:30])[CH3:25].[CH3:36][C:37]1[CH:38]=[CH:39][C:40]([C:43](O)=[O:44])=[N:41][CH:42]=1. Product: [CH2:32]([O:31][C:29](=[O:30])[CH:28]([NH:34][C:43]([C:40]1[CH:39]=[CH:38][C:37]([CH3:36])=[CH:42][N:41]=1)=[O:44])[C:27]([O:26][CH2:24][CH3:25])=[O:35])[CH3:33]. The catalyst class is: 289.